Predict the reactants needed to synthesize the given product. From a dataset of Full USPTO retrosynthesis dataset with 1.9M reactions from patents (1976-2016). (1) Given the product [CH3:18][N:12]([C:13]1[S:14][CH:15]=[CH:16][N:17]=1)[CH:10]1[CH2:9][NH:8][CH2:11]1, predict the reactants needed to synthesize it. The reactants are: C([N:8]1[CH2:11][CH:10]([N:12]([CH3:18])[C:13]2[S:14][CH:15]=[CH:16][N:17]=2)[CH2:9]1)(OC(C)(C)C)=O.C(O)(C(F)(F)F)=O. (2) Given the product [CH3:54][CH2:53][CH2:52][CH2:51][CH2:50][CH2:49][O:48][C:46](/[N:3]=[C:1](\[NH2:2])/[C:4]1[CH:5]=[CH:6][C:7]([NH:10][CH2:11][C:12]2[N:16]([CH3:17])[C:15]3[CH:18]=[CH:19][C:20]([C:22]([N:24]([C:32]4[CH:37]=[CH:36][CH:35]=[CH:34][N:33]=4)[CH2:25][CH2:26][C:27]([O:29][CH2:30][CH3:31])=[O:28])=[O:23])=[CH:21][C:14]=3[N:13]=2)=[CH:8][CH:9]=1)=[O:47], predict the reactants needed to synthesize it. The reactants are: [C:1]([C:4]1[CH:9]=[CH:8][C:7]([NH:10][CH2:11][C:12]2[N:16]([CH3:17])[C:15]3[CH:18]=[CH:19][C:20]([C:22]([N:24]([C:32]4[CH:37]=[CH:36][CH:35]=[CH:34][N:33]=4)[CH2:25][CH2:26][C:27]([O:29][CH2:30][CH3:31])=[O:28])=[O:23])=[CH:21][C:14]=3[N:13]=2)=[CH:6][CH:5]=1)(=[NH:3])[NH2:2].C(=O)([O-])[O-].[K+].[K+].O.Cl[C:46]([O:48][CH2:49][CH2:50][CH2:51][CH2:52][CH2:53][CH3:54])=[O:47]. (3) Given the product [O:1]([C:8]1[CH:9]=[C:10]([CH:14]=[CH:15][CH:16]=1)[C:11]([NH:23][C:24]1[CH:29]=[CH:28][CH:27]=[CH:26][CH:25]=1)=[O:13])[C:2]1[CH:3]=[CH:4][CH:5]=[CH:6][CH:7]=1, predict the reactants needed to synthesize it. The reactants are: [O:1]([C:8]1[CH:9]=[C:10]([CH:14]=[CH:15][CH:16]=1)[C:11]([OH:13])=O)[C:2]1[CH:7]=[CH:6][CH:5]=[CH:4][CH:3]=1.C(Cl)(=O)C(Cl)=O.[NH2:23][C:24]1[CH:29]=[CH:28][CH:27]=[CH:26][CH:25]=1. (4) Given the product [NH2:25][C:14]1[N:13]=[C:12]([N:8]2[CH:7]([CH3:26])[CH2:6][C:5]3[C:10](=[CH:11][C:2]([C:35]4[CH2:40][CH2:39][N:38]([C:41]([O:43][C:44]([CH3:47])([CH3:46])[CH3:45])=[O:42])[CH2:37][CH:36]=4)=[CH:3][CH:4]=3)[CH2:9]2)[CH:17]=[C:16]([N:18]2[CH2:23][CH2:22][N:21]([CH3:24])[CH2:20][CH2:19]2)[N:15]=1, predict the reactants needed to synthesize it. The reactants are: Br[C:2]1[CH:11]=[C:10]2[C:5]([CH2:6][CH:7]([CH3:26])[N:8]([C:12]3[CH:17]=[C:16]([N:18]4[CH2:23][CH2:22][N:21]([CH3:24])[CH2:20][CH2:19]4)[N:15]=[C:14]([NH2:25])[N:13]=3)[CH2:9]2)=[CH:4][CH:3]=1.CC1(C)C(C)(C)OB([C:35]2[CH2:36][CH2:37][N:38]([C:41]([O:43][C:44]([CH3:47])([CH3:46])[CH3:45])=[O:42])[CH2:39][CH:40]=2)O1.[B].ClCCl.C(=O)([O-])[O-].[K+].[K+].O. (5) Given the product [F:1][C:2]1[CH:7]=[CH:6][CH:5]=[C:4]([F:8])[C:3]=1[NH:9][C:10]([C:12]1[CH:16]=[CH:15][N:14]([CH2:17][C:18]2[CH:23]=[CH:22][CH:21]=[CH:20][C:19]=2[O:33][C:29]2[CH:30]=[CH:31][CH:32]=[C:27]([O:26][CH3:25])[CH:28]=2)[N:13]=1)=[O:11], predict the reactants needed to synthesize it. The reactants are: [F:1][C:2]1[CH:7]=[CH:6][CH:5]=[C:4]([F:8])[C:3]=1[NH:9][C:10]([C:12]1[CH:16]=[CH:15][N:14]([CH2:17][C:18]2[CH:23]=[CH:22][CH:21]=[CH:20][C:19]=2I)[N:13]=1)=[O:11].[CH3:25][O:26][C:27]1[CH:28]=[C:29]([OH:33])[CH:30]=[CH:31][CH:32]=1.C(=O)([O-])[O-].[Cs+].[Cs+]. (6) Given the product [I:1][C:2]1[CH:10]=[CH:9][CH:8]=[C:4]2[C:5]([O:13][C:11](=[O:12])[C:3]=12)=[O:7], predict the reactants needed to synthesize it. The reactants are: [I:1][C:2]1[CH:10]=[CH:9][CH:8]=[C:4]([C:5]([OH:7])=O)[C:3]=1[C:11]([OH:13])=[O:12]. (7) Given the product [CH3:16][S:17]([C:20]1[CH:25]=[CH:24][C:23]([N:26]2[C:2](=[S:3])[N:1]([C:4]3[CH:11]=[CH:10][C:7]([C:8]#[N:9])=[C:6]([C:12]([F:13])([F:15])[F:14])[CH:5]=3)[C:31](=[O:34])[C:27]32[CH2:30][CH2:29][CH2:28]3)=[CH:22][CH:21]=1)(=[O:19])=[O:18], predict the reactants needed to synthesize it. The reactants are: [N:1]([C:4]1[CH:11]=[CH:10][C:7]([C:8]#[N:9])=[C:6]([C:12]([F:15])([F:14])[F:13])[CH:5]=1)=[C:2]=[S:3].[CH3:16][S:17]([C:20]1[CH:25]=[CH:24][C:23]([NH:26][C:27]2([C:31]#N)[CH2:30][CH2:29][CH2:28]2)=[CH:22][CH:21]=1)(=[O:19])=[O:18].C[OH:34].Cl.